This data is from Forward reaction prediction with 1.9M reactions from USPTO patents (1976-2016). The task is: Predict the product of the given reaction. (1) Given the reactants Cl[C:2]1[C:11]2[C:6](=[CH:7][C:8]([O:22][CH2:23][CH3:24])=[C:9]([CH2:12][CH2:13][CH2:14][O:15]C3CCCCO3)[CH:10]=2)[N:5]=[CH:4][C:3]=1[C:25]([O:27][CH2:28][CH3:29])=[O:26].[Cl:30][C:31]1[C:32]([F:38])=[C:33]([CH:35]=[CH:36][CH:37]=1)[NH2:34], predict the reaction product. The product is: [Cl:30][C:31]1[C:32]([F:38])=[C:33]([NH:34][C:2]2[C:11]3[C:6](=[CH:7][C:8]([O:22][CH2:23][CH3:24])=[C:9]([CH2:12][CH2:13][CH2:14][OH:15])[CH:10]=3)[N:5]=[CH:4][C:3]=2[C:25]([O:27][CH2:28][CH3:29])=[O:26])[CH:35]=[CH:36][CH:37]=1. (2) Given the reactants [F:1][CH:2]([F:43])[C:3]1[N:7]([C:8]2[N:13]=[C:12]([N:14]3[CH2:19][CH2:18][O:17][CH2:16][CH2:15]3)[N:11]=[C:10]([N:20]([CH:27]3[CH2:32][CH2:31][CH2:30][N:29]([S:33]([CH3:36])(=[O:35])=[O:34])[CH2:28]3)[CH2:21][CH2:22][CH2:23][N:24]([CH3:26])[CH3:25])[N:9]=2)[C:6]2[CH:37]=[CH:38][CH:39]=[C:40]([O:41][CH3:42])[C:5]=2[N:4]=1.[ClH:44], predict the reaction product. The product is: [ClH:44].[F:43][CH:2]([F:1])[C:3]1[N:7]([C:8]2[N:13]=[C:12]([N:14]3[CH2:15][CH2:16][O:17][CH2:18][CH2:19]3)[N:11]=[C:10]([N:20]([CH:27]3[CH2:32][CH2:31][CH2:30][N:29]([S:33]([CH3:36])(=[O:35])=[O:34])[CH2:28]3)[CH2:21][CH2:22][CH2:23][N:24]([CH3:25])[CH3:26])[N:9]=2)[C:6]2[CH:37]=[CH:38][CH:39]=[C:40]([O:41][CH3:42])[C:5]=2[N:4]=1.